This data is from Full USPTO retrosynthesis dataset with 1.9M reactions from patents (1976-2016). The task is: Predict the reactants needed to synthesize the given product. Given the product [O:25]=[S:20]1(=[O:24])[CH2:19][C@@H:18]2[CH2:23][C@H:21]1[CH2:22][N:17]2[CH2:16][C@@H:14]1[CH2:13][C@H:12]([N:8]2[C:4]3[N:5]=[CH:6][N:7]=[C:2]([NH2:1])[C:3]=3[C:10]([C:28]3[CH:29]=[C:30]([O:33][CH2:34][CH:35]4[CH2:39][CH2:38][CH2:37][O:36]4)[CH:31]=[CH:32][C:27]=3[F:26])=[CH:9]2)[CH2:15]1, predict the reactants needed to synthesize it. The reactants are: [NH2:1][C:2]1[C:3]2[C:10](I)=[CH:9][N:8]([C@@H:12]3[CH2:15][C@H:14]([CH2:16][N:17]4[CH2:22][C@@H:21]5[CH2:23][C@H:18]4[CH2:19][S:20]5(=[O:25])=[O:24])[CH2:13]3)[C:4]=2[N:5]=[CH:6][N:7]=1.[F:26][C:27]1[CH:32]=[CH:31][C:30]([O:33][CH2:34][CH:35]2[CH2:39][CH2:38][CH2:37][O:36]2)=[CH:29][C:28]=1B1OC(C)(C)C(C)(C)O1.